This data is from Full USPTO retrosynthesis dataset with 1.9M reactions from patents (1976-2016). The task is: Predict the reactants needed to synthesize the given product. (1) Given the product [Cl:28][C:29]1[CH:34]=[CH:33][CH:32]=[CH:31][C:30]=1[N:35]1[CH2:40][CH2:39][N:38]([CH2:66][CH2:67][CH:68]2[CH2:72][C:71]3([CH2:73][CH2:74][CH2:75][CH2:76][CH2:77]3)[C:70](=[O:78])[O:69]2)[CH2:37][CH2:36]1, predict the reactants needed to synthesize it. The reactants are: N1C2C=CC=CC=2N=C1C1CCN(CCC2OC(=O)C(CC)(CC)C2)CC1.[Cl:28][C:29]1[CH:34]=[CH:33][CH:32]=[CH:31][C:30]=1[N:35]1[CH2:40][CH2:39][NH:38][CH2:37][CH2:36]1.N1(C2C=CC=CC=2C#N)CCNCC1.CC1C=CC(S(O[CH2:66][CH2:67][CH:68]2[CH2:72][C:71]3([CH2:77][CH2:76][CH2:75][CH2:74][CH2:73]3)[C:70](=[O:78])[O:69]2)(=O)=O)=CC=1.CC1C=CC(S(OCCC2CC(CC)(CC)C(=O)O2)(=O)=O)=CC=1. (2) Given the product [CH3:17][O:16][C:14](=[O:15])[C@@H:9]([N:8]1[CH2:7][C:6]([O:18][C:19]2[CH:24]=[CH:23][CH:22]=[CH:21][C:20]=2[Cl:25])=[CH:5][C:4]1=[O:3])[CH2:10][CH2:11][O:12][CH3:13], predict the reactants needed to synthesize it. The reactants are: C([O:3][C:4](=O)[CH:5]=[C:6]([O:18][C:19]1[CH:24]=[CH:23][CH:22]=[CH:21][C:20]=1[Cl:25])[CH2:7][NH:8][C@H:9]([C:14]([O:16][CH3:17])=[O:15])[CH2:10][CH2:11][O:12][CH3:13])C. (3) Given the product [N:22]1([C:27]2[CH:28]=[C:29]3[C:33](=[CH:34][CH:35]=2)[N:32]([C:2]2[N:7]=[CH:6][C:5]([O:8][CH:9]4[CH2:14][CH2:13][N:12]([C:15]([O:17][C:18]([CH3:21])([CH3:20])[CH3:19])=[O:16])[CH2:11][CH2:10]4)=[CH:4][CH:3]=2)[CH:31]=[CH:30]3)[CH:26]=[N:25][CH:24]=[N:23]1, predict the reactants needed to synthesize it. The reactants are: Cl[C:2]1[N:7]=[CH:6][C:5]([O:8][CH:9]2[CH2:14][CH2:13][N:12]([C:15]([O:17][C:18]([CH3:21])([CH3:20])[CH3:19])=[O:16])[CH2:11][CH2:10]2)=[CH:4][CH:3]=1.[N:22]1([C:27]2[CH:28]=[C:29]3[C:33](=[CH:34][CH:35]=2)[NH:32][CH:31]=[CH:30]3)[CH:26]=[N:25][CH:24]=[N:23]1.